This data is from NCI-60 drug combinations with 297,098 pairs across 59 cell lines. The task is: Regression. Given two drug SMILES strings and cell line genomic features, predict the synergy score measuring deviation from expected non-interaction effect. Synergy scores: CSS=33.3, Synergy_ZIP=12.7, Synergy_Bliss=13.3, Synergy_Loewe=-6.56, Synergy_HSA=10.5. Drug 1: C1=C(C(=O)NC(=O)N1)N(CCCl)CCCl. Drug 2: COC1=NC(=NC2=C1N=CN2C3C(C(C(O3)CO)O)O)N. Cell line: U251.